Dataset: Full USPTO retrosynthesis dataset with 1.9M reactions from patents (1976-2016). Task: Predict the reactants needed to synthesize the given product. (1) Given the product [Cl:1][C:2]1[CH:3]=[C:4]([C:5]([NH:33][C:32]2[N:28]([CH3:27])[N:29]=[C:30]([CH3:34])[CH:31]=2)=[O:6])[CH:8]=[CH:9][C:10]=1[C:11]([NH:12][C:13]1[CH:18]=[CH:17][C:16]([Cl:19])=[C:15]([C:20]2[CH:25]=[CH:24][CH:23]=[CH:22][N:21]=2)[CH:14]=1)=[O:26], predict the reactants needed to synthesize it. The reactants are: [Cl:1][C:2]1[CH:3]=[C:4]([CH:8]=[CH:9][C:10]=1[C:11](=[O:26])[NH:12][C:13]1[CH:18]=[CH:17][C:16]([Cl:19])=[C:15]([C:20]2[CH:25]=[CH:24][CH:23]=[CH:22][N:21]=2)[CH:14]=1)[C:5](O)=[O:6].[CH3:27][N:28]1[C:32]([NH2:33])=[CH:31][C:30]([CH3:34])=[N:29]1. (2) Given the product [CH3:1][O:2][C:3]1[N:8]=[CH:7][C:6]([C:9]2[N:18]([C:20]3[CH:25]=[CH:24][CH:23]=[CH:22][N:21]=3)[N:19]=[C:11]([C:12]([O:14][CH3:15])=[O:13])[CH:10]=2)=[CH:5][CH:4]=1, predict the reactants needed to synthesize it. The reactants are: [CH3:1][O:2][C:3]1[N:8]=[CH:7][C:6]([C:9](=O)[CH2:10][C:11](=O)[C:12]([O:14][CH3:15])=[O:13])=[CH:5][CH:4]=1.[NH:18]([C:20]1[CH:25]=[CH:24][CH:23]=[CH:22][N:21]=1)[NH2:19]. (3) Given the product [ClH:36].[ClH:36].[C:30]([C:28]1[CH:29]=[C:25]([NH:24][C:22]([NH:21][C:18]2[CH:19]=[CH:20][C:15]([CH2:14][N:11]3[CH2:12][CH2:13][NH:8][CH2:9][CH2:10]3)=[CH:16][CH:17]=2)=[O:23])[N:26]([CH2:34][CH3:35])[N:27]=1)([CH3:31])([CH3:32])[CH3:33], predict the reactants needed to synthesize it. The reactants are: C(OC([N:8]1[CH2:13][CH2:12][N:11]([CH2:14][C:15]2[CH:20]=[CH:19][C:18]([NH:21][C:22]([NH:24][C:25]3[N:26]([CH2:34][CH3:35])[N:27]=[C:28]([C:30]([CH3:33])([CH3:32])[CH3:31])[CH:29]=3)=[O:23])=[CH:17][CH:16]=2)[CH2:10][CH2:9]1)=O)(C)(C)C.[ClH:36].O1CCOCC1. (4) Given the product [CH2:1]([O:8][C:9]1[CH:10]=[C:11]2[C:16](=[CH:17][CH:18]=1)[C:15](=[O:19])[N:14]([CH2:20][CH:21]([CH3:22])[CH3:23])[C:13]([CH2:24][NH:25][C:58](=[O:59])[O:60][C:61]([CH3:62])([CH3:63])[CH3:64])=[C:12]2[C:36]1[CH:37]=[CH:38][CH:39]=[CH:40][CH:41]=1)[C:2]1[CH:3]=[CH:4][CH:5]=[CH:6][CH:7]=1, predict the reactants needed to synthesize it. The reactants are: [CH2:1]([O:8][C:9]1[CH:10]=[C:11]2[C:16](=[CH:17][CH:18]=1)[C:15](=[O:19])[N:14]([CH2:20][CH:21]([CH3:23])[CH3:22])[C:13]([CH2:24][N:25]1C(=O)C3C(=CC=CC=3)C1=O)=[C:12]2[C:36]1[CH:41]=[CH:40][CH:39]=[CH:38][CH:37]=1)[C:2]1[CH:7]=[CH:6][CH:5]=[CH:4][CH:3]=1.O.NN.C(=O)([O-])O.[Na+].[C:58](O[C:58]([O:60][C:61]([CH3:64])([CH3:63])[CH3:62])=[O:59])([O:60][C:61]([CH3:64])([CH3:63])[CH3:62])=[O:59]. (5) Given the product [CH2:33]([O:32][C:30](=[O:31])[CH2:29][CH:26]1[CH2:27][CH2:28][N:23]([C:2]2[CH:11]=[CH:10][C:9]3[C:4](=[CH:5][CH:6]=[C:7]([Cl:22])[C:8]=3[C:12]([NH:14][CH2:15][CH:16]3[CH2:21][CH2:20][CH2:19][CH2:18][CH2:17]3)=[O:13])[N:3]=2)[CH2:24][CH2:25]1)[CH3:34], predict the reactants needed to synthesize it. The reactants are: Cl[C:2]1[CH:11]=[CH:10][C:9]2[C:8]([C:12]([NH:14][CH2:15][CH:16]3[CH2:21][CH2:20][CH2:19][CH2:18][CH2:17]3)=[O:13])=[C:7]([Cl:22])[CH:6]=[CH:5][C:4]=2[N:3]=1.[NH:23]1[CH2:28][CH2:27][CH:26]([CH2:29][C:30]([O:32][CH2:33][CH3:34])=[O:31])[CH2:25][CH2:24]1.